From a dataset of Experimental lipophilicity measurements (octanol/water distribution) for 4,200 compounds from AstraZeneca. Regression/Classification. Given a drug SMILES string, predict its absorption, distribution, metabolism, or excretion properties. Task type varies by dataset: regression for continuous measurements (e.g., permeability, clearance, half-life) or binary classification for categorical outcomes (e.g., BBB penetration, CYP inhibition). For this dataset (lipophilicity_astrazeneca), we predict Y. The molecule is CC(C)Cn1c(=O)n(C)c(=O)c2c(C(=O)N3CCCC3)c(Cc3ccccc3C(F)(F)F)sc21. The Y is 3.80 logD.